Dataset: Full USPTO retrosynthesis dataset with 1.9M reactions from patents (1976-2016). Task: Predict the reactants needed to synthesize the given product. (1) Given the product [ClH:30].[CH3:1][C:2]1[N:7]=[N:6][C:5]2=[N:8][N:11]3[C:12]([CH:16]4[CH2:21][CH2:20][NH:19][CH2:18][CH2:17]4)=[CH:13][C:14](=[O:15])[NH:9][C:10]3=[C:4]2[C:3]=1[CH3:29], predict the reactants needed to synthesize it. The reactants are: [CH3:1][C:2]1[N:7]=[N:6][C:5]2=[N:8][N:9]3[C:14](=[O:15])[CH:13]=[C:12]([CH:16]4[CH2:21][CH2:20][N:19](C(OC(C)(C)C)=O)[CH2:18][CH2:17]4)[NH:11][C:10]3=[C:4]2[C:3]=1[CH3:29].[ClH:30]. (2) The reactants are: [OH:1][CH2:2][C@H:3]1[O:11][C@H:10]2[C@H:6]([N:7]=[C:8]([NH:12][CH3:13])[S:9]2)[C@@H:5]([OH:14])[C@@H:4]1[OH:15].C([O-])(O)=O.[Na+].Cl[C:22]([O:24][CH2:25][C:26]1[CH:31]=[CH:30][CH:29]=[CH:28][CH:27]=1)=[O:23]. Given the product [OH:15][C@@H:4]1[C@@H:3]([CH2:2][OH:1])[O:11][C@H:10]2[C@H:6]([N:7]=[C:8]([N:12]([CH3:13])[C:22](=[O:23])[O:24][CH2:25][C:26]3[CH:31]=[CH:30][CH:29]=[CH:28][CH:27]=3)[S:9]2)[C@H:5]1[OH:14], predict the reactants needed to synthesize it. (3) Given the product [OH:37][C:5]1[CH:6]=[C:7]2[O:11][C:10]3[C:12]([C:19]([NH:21][CH2:22][C:23]4[C:32]5[C:27](=[CH:28][CH:29]=[CH:30][CH:31]=5)[CH:26]=[CH:25][C:24]=4[CH3:33])=[O:20])=[C:13]([O:17][CH3:18])[CH:14]=[C:15]([OH:16])[C:9]=3[C@:8]2([CH3:36])[C:34](=[O:35])[C:4]=1/[C:1](=[N:39]/[O:40][CH2:41][C:42]([O:44][CH3:45])=[O:43])/[CH3:2], predict the reactants needed to synthesize it. The reactants are: [C:1]([C:4]1[C:34](=[O:35])[C@@:8]2([CH3:36])[C:9]3[C:15]([OH:16])=[CH:14][C:13]([O:17][CH3:18])=[C:12]([C:19]([NH:21][CH2:22][C:23]4[C:32]5[C:27](=[CH:28][CH:29]=[CH:30][CH:31]=5)[CH:26]=[CH:25][C:24]=4[CH3:33])=[O:20])[C:10]=3[O:11][C:7]2=[CH:6][C:5]=1[OH:37])(=O)[CH3:2].Cl.[NH2:39][O:40][CH2:41][C:42]([O:44][CH3:45])=[O:43].C(=O)(O)[O-].[Na+]. (4) Given the product [C:1]([NH:7][C:8]1[CH:17]=[C:16]2[C:11]([CH2:12][CH2:13][C:14]3[N:15]2[C:18]([C:26]2[S:27][CH:28]=[CH:29][CH:30]=2)=[N:19][C:20]=3[C:21]([O:23][CH2:24][CH3:25])=[O:22])=[CH:10][C:9]=1[O:31][CH3:32])(=[O:5])[CH:2]([CH3:4])[CH3:3], predict the reactants needed to synthesize it. The reactants are: [C:1](Cl)(=[O:5])[CH:2]([CH3:4])[CH3:3].[NH2:7][C:8]1[CH:17]=[C:16]2[C:11]([CH2:12][CH2:13][C:14]3[N:15]2[C:18]([C:26]2[S:27][CH:28]=[CH:29][CH:30]=2)=[N:19][C:20]=3[C:21]([O:23][CH2:24][CH3:25])=[O:22])=[CH:10][C:9]=1[O:31][CH3:32].